This data is from hERG Central: cardiac toxicity at 1µM, 10µM, and general inhibition. The task is: Predict hERG channel inhibition at various concentrations. (1) The compound is CCc1cc2c(NCCN3CCCCC3)ncnc2s1.Cl. Results: hERG_inhib (hERG inhibition (general)): blocker. (2) The drug is CCN(CC)S(=O)(=O)c1ccc(NC2CCN(Cc3ccccc3)CC2)nc1. Results: hERG_inhib (hERG inhibition (general)): blocker. (3) The compound is COc1ccccc1NC(=O)c1cc(N)cc(C(=O)Nc2ccccc2OC)c1. Results: hERG_inhib (hERG inhibition (general)): blocker. (4) The molecule is C=CCN1C(=O)c2ccc(C(=O)N3CCN(S(=O)(=O)c4cccc(F)c4)CC3)cc2C1=O. Results: hERG_inhib (hERG inhibition (general)): blocker. (5) The molecule is O=C(CN1CCN(C(=O)c2cncn2-c2ccc(F)cc2)CC1)Nc1ccccc1C(F)(F)F. Results: hERG_inhib (hERG inhibition (general)): blocker. (6) The compound is COc1cc([N+](=O)[O-])ccc1NC(=O)NCC1CCN(Cc2ccc(Cl)cc2)CC1. Results: hERG_inhib (hERG inhibition (general)): blocker. (7) The molecule is COCCNC(=O)c1cccc(OC2CCN(Cc3ccc(OC(F)F)cc3)CC2)c1. Results: hERG_inhib (hERG inhibition (general)): blocker.